Dataset: Forward reaction prediction with 1.9M reactions from USPTO patents (1976-2016). Task: Predict the product of the given reaction. (1) Given the reactants O1CCCC1.[OH:6][CH:7]1[CH2:10][N:9]([C:11]([O:13][C:14]([CH3:17])([CH3:16])[CH3:15])=[O:12])[CH2:8]1.[H-].[Na+].[F:20][C:21]1[CH:28]=[CH:27][C:24]([CH2:25]Br)=[CH:23][CH:22]=1, predict the reaction product. The product is: [F:20][C:21]1[CH:28]=[CH:27][C:24]([CH2:25][O:6][CH:7]2[CH2:8][N:9]([C:11]([O:13][C:14]([CH3:17])([CH3:16])[CH3:15])=[O:12])[CH2:10]2)=[CH:23][CH:22]=1. (2) Given the reactants [Cl:1][C:2]1[CH:3]=[C:4]([CH:14]=[CH:15][CH:16]=1)[CH2:5][CH:6]1[CH2:11][CH2:10][CH:9]([CH2:12][OH:13])[CH2:8][CH2:7]1.[H-].[Na+].[F:19][C:20]1[CH:27]=[CH:26][CH:25]=[C:24](F)[C:21]=1[C:22]#[N:23], predict the reaction product. The product is: [Cl:1][C:2]1[CH:3]=[C:4]([CH:14]=[CH:15][CH:16]=1)[CH2:5][CH:6]1[CH2:7][CH2:8][CH:9]([CH2:12][O:13][C:24]2[CH:25]=[CH:26][CH:27]=[C:20]([F:19])[C:21]=2[C:22]#[N:23])[CH2:10][CH2:11]1. (3) Given the reactants C1(P(C2C=CC=CC=2)C2C=CC=CC=2)C=CC=CC=1.[Br:20]N1C(=O)CCC1=O.[CH:28]1[C:37]2[C:32](=[CH:33][CH:34]=[CH:35][CH:36]=2)[CH:31]=[CH:30][C:29]=1[CH2:38][CH2:39]O.N1C=CN=C1, predict the reaction product. The product is: [Br:20][CH2:39][CH2:38][C:29]1[CH:30]=[CH:31][C:32]2[C:37](=[CH:36][CH:35]=[CH:34][CH:33]=2)[CH:28]=1. (4) Given the reactants [CH3:1][C:2]1[C:7](C(OCC)=O)=[CH:6][N:5]=[C:4]([S:13][CH3:14])[N:3]=1.CSC1N=CC(C(OC)=O)=C[N:18]=1.[OH-].[Na+].C1(P(N=[N+]=[N-])(C2C=CC=CC=2)=O)C=CC=CC=1.C(=O)(O)[O-].[Na+], predict the reaction product. The product is: [CH3:1][C:2]1[C:7]([NH2:18])=[CH:6][N:5]=[C:4]([S:13][CH3:14])[N:3]=1.